Task: Regression. Given a peptide amino acid sequence and an MHC pseudo amino acid sequence, predict their binding affinity value. This is MHC class I binding data.. Dataset: Peptide-MHC class I binding affinity with 185,985 pairs from IEDB/IMGT (1) The peptide sequence is YLGTALMGA. The MHC is HLA-B35:01 with pseudo-sequence HLA-B35:01. The binding affinity (normalized) is 0.0847. (2) The binding affinity (normalized) is 0.444. The peptide sequence is KAVYNFATA. The MHC is H-2-Kb with pseudo-sequence H-2-Kb. (3) The peptide sequence is HTNHSDISM. The MHC is HLA-A02:01 with pseudo-sequence HLA-A02:01. The binding affinity (normalized) is 0.131. (4) The peptide sequence is ITFMQALQLL. The MHC is HLA-A02:02 with pseudo-sequence HLA-A02:02. The binding affinity (normalized) is 0.554. (5) The peptide sequence is DINITHTNI. The MHC is HLA-A68:02 with pseudo-sequence HLA-A68:02. The binding affinity (normalized) is 0.410. (6) The MHC is HLA-E01:01 with pseudo-sequence HLA-E01:03. The peptide sequence is QMKFYAVAL. The binding affinity (normalized) is 0.0847. (7) The peptide sequence is IQDEIVAAY. The MHC is HLA-B39:01 with pseudo-sequence HLA-B39:01. The binding affinity (normalized) is 0.0847. (8) The peptide sequence is FARERRLAL. The MHC is HLA-B14:02 with pseudo-sequence HLA-B14:02. The binding affinity (normalized) is 0.936.